From a dataset of Full USPTO retrosynthesis dataset with 1.9M reactions from patents (1976-2016). Predict the reactants needed to synthesize the given product. The reactants are: Br[C:2]1[C:10]2[C:5](=[CH:6][CH:7]=[C:8]([C:11](=[O:22])[NH:12][CH:13]([C:16]3[CH:21]=[CH:20][CH:19]=[CH:18][CH:17]=3)[CH2:14][CH3:15])[CH:9]=2)[N:4]([CH2:23][C:24]2[CH:29]=[CH:28][C:27]([C:30]3[C:31]([C:36]([O:38][C:39]([CH3:42])([CH3:41])[CH3:40])=[O:37])=[CH:32][CH:33]=[CH:34][CH:35]=3)=[CH:26][CH:25]=2)[N:3]=1.[CH3:43]B1OB(C)OB(C)O1.C(=O)([O-])[O-].[K+].[K+].O1CCOCC1. Given the product [CH3:43][C:2]1[C:10]2[C:5](=[CH:6][CH:7]=[C:8]([C:11](=[O:22])[NH:12][CH:13]([C:16]3[CH:21]=[CH:20][CH:19]=[CH:18][CH:17]=3)[CH2:14][CH3:15])[CH:9]=2)[N:4]([CH2:23][C:24]2[CH:29]=[CH:28][C:27]([C:30]3[C:31]([C:36]([O:38][C:39]([CH3:42])([CH3:41])[CH3:40])=[O:37])=[CH:32][CH:33]=[CH:34][CH:35]=3)=[CH:26][CH:25]=2)[N:3]=1, predict the reactants needed to synthesize it.